This data is from Reaction yield outcomes from USPTO patents with 853,638 reactions. The task is: Predict the reaction yield, written as a fraction of the theoretical maximum amount of product (1.0 means a 100% yield; for example, 0.34 means a 34% yield). (1) The reactants are [CH3:1][O:2][C:3]([C:5]1[CH:10]=[C:9](Br)[CH:8]=[CH:7][N:6]=1)=[O:4].C(=O)([O-])[O-].[Cs+].[Cs+].[CH3:18][NH:19][CH2:20][C:21]1[CH:26]=[CH:25][CH:24]=[CH:23][CH:22]=1.C1C=CC(P(C2C(C3C(P(C4C=CC=CC=4)C4C=CC=CC=4)=CC=C4C=3C=CC=C4)=C3C(C=CC=C3)=CC=2)C2C=CC=CC=2)=CC=1. The catalyst is C1(C)C=CC=CC=1.C([O-])(=O)C.[Pd+2].C([O-])(=O)C. The product is [CH3:1][O:2][C:3]([C:5]1[CH:10]=[C:9]([N:19]([CH2:20][C:21]2[CH:26]=[CH:25][CH:24]=[CH:23][CH:22]=2)[CH3:18])[CH:8]=[CH:7][N:6]=1)=[O:4]. The yield is 0.300. (2) The reactants are [C:1]1([S:7]([N:10]2[C:18]3[C:13](=[CH:14][CH:15]=[CH:16][CH:17]=3)[C:12]([C:19]3[NH:20][CH:21]=[CH:22][N:23]=3)=[CH:11]2)(=[O:9])=[O:8])[CH:6]=[CH:5][CH:4]=[CH:3][CH:2]=1.CS(O[CH2:29][CH2:30][CH:31]1[CH2:36][CH2:35][N:34]([C:37]([O:39][C:40]([CH3:43])([CH3:42])[CH3:41])=[O:38])[CH2:33][CH2:32]1)(=O)=O.C([O-])([O-])=O.[K+].[K+]. The catalyst is CN(C=O)C. The product is [C:1]1([S:7]([N:10]2[C:18]3[C:13](=[CH:14][CH:15]=[CH:16][CH:17]=3)[C:12]([C:19]3[N:23]([CH2:29][CH2:30][CH:31]4[CH2:32][CH2:33][N:34]([C:37]([O:39][C:40]([CH3:41])([CH3:43])[CH3:42])=[O:38])[CH2:35][CH2:36]4)[CH:22]=[CH:21][N:20]=3)=[CH:11]2)(=[O:9])=[O:8])[CH:2]=[CH:3][CH:4]=[CH:5][CH:6]=1. The yield is 0.290.